This data is from Full USPTO retrosynthesis dataset with 1.9M reactions from patents (1976-2016). The task is: Predict the reactants needed to synthesize the given product. (1) Given the product [C:1]([O:5][C:6]([N:8]1[CH2:13][C:12]([C:14]2[C:23]3[C:18](=[N:19][N:20]=[C:21]4[NH:26][CH:25]=[CH:24][C:22]4=3)[N:17]=[CH:16][CH:15]=2)=[CH:11][CH2:10][CH2:9]1)=[O:7])([CH3:4])([CH3:2])[CH3:3], predict the reactants needed to synthesize it. The reactants are: [C:1]([O:5][C:6]([N:8]1[CH2:13][C:12]([C:14]2[C:23]3[C:18](=[N:19][N:20]=[C:21]4[N:26](S(C5C=CC=CC=5)(=O)=O)[CH:25]=[CH:24][C:22]4=3)[N:17]=[CH:16][CH:15]=2)=[CH:11][CH2:10][CH2:9]1)=[O:7])([CH3:4])([CH3:3])[CH3:2].[OH-].[Na+]. (2) Given the product [CH2:1]([NH:8][C:9]1[CH:14]=[CH:13][C:12]([CH2:15][C:16]2[C:24]3[C:19](=[N:20][CH:21]=[CH:22][CH:23]=3)[NH:18][CH:17]=2)=[CH:11][N:10]=1)[C:2]1[CH:3]=[CH:4][CH:5]=[CH:6][CH:7]=1, predict the reactants needed to synthesize it. The reactants are: [CH2:1]([NH:8][C:9]1[CH:14]=[CH:13][C:12]([CH2:15][C:16]2[C:24]3[C:19](=[N:20][CH:21]=[CH:22][CH:23]=3)[N:18]([Si](C(C)C)(C(C)C)C(C)C)[CH:17]=2)=[CH:11][N:10]=1)[C:2]1[CH:7]=[CH:6][CH:5]=[CH:4][CH:3]=1.O1CCCC1.[F-].C([N+](CCCC)(CCCC)CCCC)CCC.